From a dataset of Reaction yield outcomes from USPTO patents with 853,638 reactions. Predict the reaction yield, written as a fraction of the theoretical maximum amount of product (1.0 means a 100% yield; for example, 0.34 means a 34% yield). (1) The reactants are Br[C:2]1[CH:11]=[CH:10][C:5]([C:6]([O:8][CH3:9])=[O:7])=[CH:4][C:3]=1[C:12]([F:15])([F:14])[F:13].[CH3:16][C:17]1[C:18](B(O)O)=[CH:19][S:20][CH:21]=1.C(=O)([O-])[O-].[K+].[K+]. The catalyst is C1(C)C=CC=CC=1.O.C1C=CC([P]([Pd]([P](C2C=CC=CC=2)(C2C=CC=CC=2)C2C=CC=CC=2)([P](C2C=CC=CC=2)(C2C=CC=CC=2)C2C=CC=CC=2)[P](C2C=CC=CC=2)(C2C=CC=CC=2)C2C=CC=CC=2)(C2C=CC=CC=2)C2C=CC=CC=2)=CC=1. The product is [CH3:16][C:17]1[C:18]([C:2]2[CH:11]=[CH:10][C:5]([C:6]([O:8][CH3:9])=[O:7])=[CH:4][C:3]=2[C:12]([F:15])([F:14])[F:13])=[CH:19][S:20][CH:21]=1. The yield is 0.810. (2) The reactants are [NH2:1][C:2]1[CH:3]=[N:4][CH:5]=[CH:6][CH:7]=1.C(N(CC)CC)C.[Cl:15][C:16]([Cl:21])([Cl:20])[C:17](Cl)=[O:18]. The catalyst is O1CCCC1. The product is [Cl:15][C:16]([Cl:21])([Cl:20])[C:17]([NH:1][C:2]1[CH:3]=[N:4][CH:5]=[CH:6][CH:7]=1)=[O:18]. The yield is 0.890. (3) The reactants are CCN(C(C)C)C(C)C.Cl.[NH2:11][CH2:12][C:13]([N:15]1[CH2:20][CH2:19][N:18]([C:21](=[O:32])[C:22]2[CH:27]=[CH:26][CH:25]=[CH:24][C:23]=2[C:28]([F:31])([F:30])[F:29])[CH2:17][CH2:16]1)=[O:14].C1C=CC2N(O)N=NC=2C=1.CCN=C=NCCCN(C)C.[CH2:54]([O:61][C:62]1[CH:70]=[CH:69][C:65]([C:66](O)=[O:67])=[CH:64][N:63]=1)[C:55]1[CH:60]=[CH:59][CH:58]=[CH:57][CH:56]=1. The catalyst is CN(C=O)C.O. The product is [CH2:54]([O:61][C:62]1[CH:70]=[CH:69][C:65]([C:66]([NH:11][CH2:12][C:13](=[O:14])[N:15]2[CH2:16][CH2:17][N:18]([C:21](=[O:32])[C:22]3[CH:27]=[CH:26][CH:25]=[CH:24][C:23]=3[C:28]([F:31])([F:29])[F:30])[CH2:19][CH2:20]2)=[O:67])=[CH:64][N:63]=1)[C:55]1[CH:56]=[CH:57][CH:58]=[CH:59][CH:60]=1. The yield is 0.453. (4) The reactants are [CH3:1][N:2]([CH:10]1[CH2:15][CH2:14][CH2:13][NH:12][CH2:11]1)[C:3](=[O:9])[O:4][C:5]([CH3:8])([CH3:7])[CH3:6].C(N(CC)CC)C.Cl[C:24]1[CH:29]=[CH:28][C:27]([N+:30]([O-:32])=[O:31])=[CH:26][N:25]=1. The catalyst is C1COCC1.C([O-])(O)=O.[Na+]. The product is [CH3:1][N:2]([CH:10]1[CH2:15][CH2:14][CH2:13][N:12]([C:24]2[CH:29]=[CH:28][C:27]([N+:30]([O-:32])=[O:31])=[CH:26][N:25]=2)[CH2:11]1)[C:3](=[O:9])[O:4][C:5]([CH3:8])([CH3:6])[CH3:7]. The yield is 0.990. (5) The reactants are [CH3:1][C:2]1[C:6]([CH:7]=O)=[CH:5][N:4]([C:9]2[CH:14]=[CH:13][N:12]=[C:11]3[N:15]([CH2:18][O:19][CH2:20][CH2:21][Si:22]([CH3:25])([CH3:24])[CH3:23])[CH:16]=[CH:17][C:10]=23)[N:3]=1.C(Cl)Cl.C(O)(=O)C.C(O[BH-](OC(=O)C)OC(=O)C)(=O)C.[Na+].[NH2:47][C:48]1[CH:53]=[CH:52][CH:51]=[CH:50][CH:49]=1. No catalyst specified. The product is [CH3:1][C:2]1[C:6]([CH2:7][NH:47][C:48]2[CH:53]=[CH:52][CH:51]=[CH:50][CH:49]=2)=[CH:5][N:4]([C:9]2[CH:14]=[CH:13][N:12]=[C:11]3[N:15]([CH2:18][O:19][CH2:20][CH2:21][Si:22]([CH3:25])([CH3:24])[CH3:23])[CH:16]=[CH:17][C:10]=23)[N:3]=1. The yield is 0.700. (6) The reactants are [NH2:1][C:2]1[S:3][CH:4]=[C:5]2[C:10]=1[C:9](=[O:11])[N:8]([C:12]1[CH:17]=[CH:16][C:15](Cl)=[CH:14][CH:13]=1)[N:7]=[C:6]2[C:19]([O:21][CH2:22][CH3:23])=[O:20].Cl[CH2:25]Cl. No catalyst specified. The product is [NH2:1][C:2]1[S:3][CH:4]=[C:5]2[C:10]=1[C:9](=[O:11])[N:8]([C:12]1[CH:17]=[C:16]([CH3:25])[CH:15]=[CH:14][CH:13]=1)[N:7]=[C:6]2[C:19]([O:21][CH2:22][CH3:23])=[O:20]. The yield is 0.810. (7) The reactants are C(OC([N:8]1[CH2:13][CH2:12][N:11]([C:14]2[C:19]([N+:20]([O-:22])=[O:21])=[CH:18][CH:17]=[CH:16][C:15]=2[Cl:23])[CH2:10][CH2:9]1)=O)(C)(C)C.C(Cl)Cl. The catalyst is FC(F)(F)C(O)=O. The product is [Cl:23][C:15]1[CH:16]=[CH:17][CH:18]=[C:19]([N+:20]([O-:22])=[O:21])[C:14]=1[N:11]1[CH2:12][CH2:13][NH:8][CH2:9][CH2:10]1. The yield is 0.950.